This data is from Peptide-MHC class II binding affinity with 134,281 pairs from IEDB. The task is: Regression. Given a peptide amino acid sequence and an MHC pseudo amino acid sequence, predict their binding affinity value. This is MHC class II binding data. (1) The peptide sequence is VIDAMCHATLTYRML. The MHC is HLA-DQA10501-DQB10302 with pseudo-sequence HLA-DQA10501-DQB10302. The binding affinity (normalized) is 0.396. (2) The peptide sequence is EKKYFEATQFEPLAA. The MHC is HLA-DQA10501-DQB10301 with pseudo-sequence HLA-DQA10501-DQB10301. The binding affinity (normalized) is 0.0975. (3) The peptide sequence is GELQIVDKRDAAFKI. The MHC is DRB3_0101 with pseudo-sequence DRB3_0101. The binding affinity (normalized) is 0.672. (4) The peptide sequence is AGDGDVVAVDIKEKG. The MHC is HLA-DQA10104-DQB10503 with pseudo-sequence HLA-DQA10104-DQB10503. The binding affinity (normalized) is 0.0645.